The task is: Regression. Given two drug SMILES strings and cell line genomic features, predict the synergy score measuring deviation from expected non-interaction effect.. This data is from NCI-60 drug combinations with 297,098 pairs across 59 cell lines. (1) Drug 1: CN1C(=O)N2C=NC(=C2N=N1)C(=O)N. Drug 2: C1=NNC2=C1C(=O)NC=N2. Cell line: 786-0. Synergy scores: CSS=-0.616, Synergy_ZIP=0.284, Synergy_Bliss=-1.18, Synergy_Loewe=-3.82, Synergy_HSA=-2.96. (2) Drug 1: CC(CN1CC(=O)NC(=O)C1)N2CC(=O)NC(=O)C2. Drug 2: CC1CCC2CC(C(=CC=CC=CC(CC(C(=O)C(C(C(=CC(C(=O)CC(OC(=O)C3CCCCN3C(=O)C(=O)C1(O2)O)C(C)CC4CCC(C(C4)OC)O)C)C)O)OC)C)C)C)OC. Cell line: OVCAR-4. Synergy scores: CSS=17.9, Synergy_ZIP=-7.84, Synergy_Bliss=-7.73, Synergy_Loewe=-4.92, Synergy_HSA=-3.40. (3) Drug 1: CC12CCC(CC1=CCC3C2CCC4(C3CC=C4C5=CN=CC=C5)C)O. Drug 2: CC1CCC2CC(C(=CC=CC=CC(CC(C(=O)C(C(C(=CC(C(=O)CC(OC(=O)C3CCCCN3C(=O)C(=O)C1(O2)O)C(C)CC4CCC(C(C4)OC)OCCO)C)C)O)OC)C)C)C)OC. Cell line: SNB-19. Synergy scores: CSS=22.3, Synergy_ZIP=-0.734, Synergy_Bliss=-1.37, Synergy_Loewe=-12.1, Synergy_HSA=-0.411. (4) Drug 1: CNC(=O)C1=CC=CC=C1SC2=CC3=C(C=C2)C(=NN3)C=CC4=CC=CC=N4. Drug 2: CC1C(C(CC(O1)OC2CC(CC3=C2C(=C4C(=C3O)C(=O)C5=C(C4=O)C(=CC=C5)OC)O)(C(=O)C)O)N)O.Cl. Cell line: T-47D. Synergy scores: CSS=21.3, Synergy_ZIP=8.58, Synergy_Bliss=10.5, Synergy_Loewe=-1.14, Synergy_HSA=9.66. (5) Drug 1: C1=CC(=CC=C1CCC2=CNC3=C2C(=O)NC(=N3)N)C(=O)NC(CCC(=O)O)C(=O)O. Drug 2: CCC1=CC2CC(C3=C(CN(C2)C1)C4=CC=CC=C4N3)(C5=C(C=C6C(=C5)C78CCN9C7C(C=CC9)(C(C(C8N6C)(C(=O)OC)O)OC(=O)C)CC)OC)C(=O)OC.C(C(C(=O)O)O)(C(=O)O)O. Cell line: MDA-MB-435. Synergy scores: CSS=27.1, Synergy_ZIP=-11.2, Synergy_Bliss=-17.3, Synergy_Loewe=-19.4, Synergy_HSA=-14.7. (6) Drug 1: CC1OCC2C(O1)C(C(C(O2)OC3C4COC(=O)C4C(C5=CC6=C(C=C35)OCO6)C7=CC(=C(C(=C7)OC)O)OC)O)O. Drug 2: CC=C1C(=O)NC(C(=O)OC2CC(=O)NC(C(=O)NC(CSSCCC=C2)C(=O)N1)C(C)C)C(C)C. Cell line: OVCAR-4. Synergy scores: CSS=50.9, Synergy_ZIP=4.59, Synergy_Bliss=3.84, Synergy_Loewe=-10.8, Synergy_HSA=5.63.